This data is from Full USPTO retrosynthesis dataset with 1.9M reactions from patents (1976-2016). The task is: Predict the reactants needed to synthesize the given product. (1) Given the product [CH2:13]1[CH:22]2[CH:17]([CH2:18][CH2:19][CH2:20][CH2:21]2)[CH2:16][CH2:15][N:14]1[C:2]1[NH:10][C:9]2[C:4](=[N:5][CH:6]=[CH:7][CH:8]=2)[C:3]=1[C:11]#[N:12], predict the reactants needed to synthesize it. The reactants are: Cl[C:2]1[NH:10][C:9]2[C:4](=[N:5][CH:6]=[CH:7][CH:8]=2)[C:3]=1[C:11]#[N:12].[CH2:13]1[CH:22]2[CH:17]([CH2:18][CH2:19][CH2:20][CH2:21]2)[CH2:16][CH2:15][NH:14]1. (2) Given the product [NH2:32][C:18]1[N:17]=[CH:16][C:15]2[C:11]([C:8]3[CH2:7][CH2:6][N:5]([CH:3]4[CH2:2][N:1]([C:38]([NH2:37])=[O:39])[CH2:4]4)[CH2:10][CH:9]=3)=[CH:12][O:13][C:14]=2[C:19]=1[O:20][C@@H:21]([C:23]1[C:28]([Cl:29])=[CH:27][CH:26]=[C:25]([F:30])[C:24]=1[Cl:31])[CH3:22], predict the reactants needed to synthesize it. The reactants are: [NH:1]1[CH2:4][CH:3]([N:5]2[CH2:10][CH:9]=[C:8]([C:11]3[C:15]4[CH:16]=[N:17][C:18]([NH2:32])=[C:19]([O:20][C@@H:21]([C:23]5[C:28]([Cl:29])=[CH:27][CH:26]=[C:25]([F:30])[C:24]=5[Cl:31])[CH3:22])[C:14]=4[O:13][CH:12]=3)[CH2:7][CH2:6]2)[CH2:2]1.C[Si]([N:37]=[C:38]=[O:39])(C)C.CN(C=O)C.CCN(C(C)C)C(C)C.N. (3) Given the product [CH3:1][N:2]1[CH2:3][CH2:4][N:5]([C:8]([O:10][C:11]2[C:12]3[CH:87]=[CH:86][CH:85]=[CH:84][C:13]=3[C:14]3[C@H:15]([CH2:82][Cl:83])[CH2:16][N:17]([C:20](=[O:81])[CH2:21][CH2:22][CH2:23][CH2:24][CH2:25][O:26][C:27]4[CH:32]=[C:31]([NH:33][C:34]([O:36][CH2:37][C:38]5[CH:43]=[CH:42][C:41]([NH:44][C:45](=[O:66])[C@@H:46]([NH:59][C:60]([O:62][CH2:63][CH:64]=[CH2:65])=[O:61])[CH2:47][CH2:48][CH2:49][CH2:50][NH:51][C:52]([O:54][C:55]([CH3:58])([CH3:57])[CH3:56])=[O:53])=[CH:40][CH:39]=5)=[O:35])[C:30]([C:67]([N:69]5[CH2:73][CH2:72][CH2:71][C@H:70]5[CH2:74][OH:75])=[O:68])=[CH:29][C:28]=4[O:79][CH3:80])[C:18]=3[CH:19]=2)=[O:9])[CH2:6][CH2:7]1, predict the reactants needed to synthesize it. The reactants are: [CH3:1][N:2]1[CH2:7][CH2:6][N:5]([C:8]([O:10][C:11]2[C:12]3[CH:87]=[CH:86][CH:85]=[CH:84][C:13]=3[C:14]3[C@H:15]([CH2:82][Cl:83])[CH2:16][N:17]([C:20](=[O:81])[CH2:21][CH2:22][CH2:23][CH2:24][CH2:25][O:26][C:27]4[CH:32]=[C:31]([NH:33][C:34]([O:36][CH2:37][C:38]5[CH:43]=[CH:42][C:41]([NH:44][C:45](=[O:66])[C@@H:46]([NH:59][C:60]([O:62][CH2:63][CH:64]=[CH2:65])=[O:61])[CH2:47][CH2:48][CH2:49][CH2:50][NH:51][C:52]([O:54][C:55]([CH3:58])([CH3:57])[CH3:56])=[O:53])=[CH:40][CH:39]=5)=[O:35])[C:30]([C:67]([N:69]5[CH2:73][CH2:72][CH2:71][C@H:70]5[CH2:74][O:75]C(=O)C)=[O:68])=[CH:29][C:28]=4[O:79][CH3:80])[C:18]=3[CH:19]=2)=[O:9])[CH2:4][CH2:3]1.C([O-])([O-])=O.[K+].[K+]. (4) Given the product [CH3:18][C:13]1[C:12]2[C:17](=[C:9]([C:6]3[CH:7]=[CH:8][C:3]([OH:2])=[CH:4][CH:5]=3)[N:10]([CH2:19][CH2:20][CH2:21][CH2:22][CH3:23])[N:11]=2)[CH:16]=[CH:15][CH:14]=1, predict the reactants needed to synthesize it. The reactants are: C[O:2][C:3]1[CH:8]=[CH:7][C:6]([C:9]2[N:10]([CH2:19][CH2:20][CH2:21][CH2:22][CH3:23])[N:11]=[C:12]3[C:17]=2[CH:16]=[CH:15][CH:14]=[C:13]3[CH3:18])=[CH:5][CH:4]=1.B(Br)(Br)Br.C1CCCCC=1.